This data is from Reaction yield outcomes from USPTO patents with 853,638 reactions. The task is: Predict the reaction yield, written as a fraction of the theoretical maximum amount of product (1.0 means a 100% yield; for example, 0.34 means a 34% yield). (1) The reactants are [C:1](OC(=O)C)(=O)C.C(O)=O.[Cl:11][C:12]1[C:13]([NH:45]S(C)(=O)=O)=[CH:14][C:15]2[N:19]=[C:18]([CH2:20][CH3:21])[N:17]([C:22]3[CH:27]=[CH:26][C:25]([CH2:28][CH2:29][NH:30][C:31]([NH:33][S:34]([C:37]4[CH:42]=[CH:41][C:40]([CH3:43])=[CH:39][CH:38]=4)(=[O:36])=[O:35])=[O:32])=[CH:24][CH:23]=3)[C:16]=2[CH:44]=1. The catalyst is C1COCC1. The product is [Cl:11][C:12]1[C:13]([NH:45][CH3:1])=[CH:14][C:15]2[N:19]=[C:18]([CH2:20][CH3:21])[N:17]([C:22]3[CH:27]=[CH:26][C:25]([CH2:28][CH2:29][NH:30][C:31]([NH:33][S:34]([C:37]4[CH:38]=[CH:39][C:40]([CH3:43])=[CH:41][CH:42]=4)(=[O:36])=[O:35])=[O:32])=[CH:24][CH:23]=3)[C:16]=2[CH:44]=1. The yield is 0.670. (2) The reactants are F[C:2]1[C:7]([C:8]#[N:9])=[CH:6][C:5]2[C:10]3([CH2:27][O:28][C:4]=2[CH:3]=1)[C:18]1[C:13](=[CH:14][CH:15]=[CH:16][CH:17]=1)[N:12]([CH2:19][C:20]1[CH:25]=[CH:24][CH:23]=[CH:22][N:21]=1)[C:11]3=[O:26].C([NH:32][OH:33])(=O)C.C(=O)([O-])[O-].[Cs+].[Cs+].O. The catalyst is CN(C)C=O. The product is [NH2:9][C:8]1[C:7]2[CH:6]=[C:5]3[C:10]4([C:18]5[C:13](=[CH:14][CH:15]=[CH:16][CH:17]=5)[N:12]([CH2:19][C:20]5[CH:25]=[CH:24][CH:23]=[CH:22][N:21]=5)[C:11]4=[O:26])[CH2:27][O:28][C:4]3=[CH:3][C:2]=2[O:33][N:32]=1. The yield is 0.0500. (3) The reactants are C(O[C:4](=[O:30])/[CH:5]=[CH:6]/[C:7]1[C:8]([NH:16][C:17]2[CH:29]=[CH:28][C:20]([C:21]([O:23][C:24]([CH3:27])([CH3:26])[CH3:25])=[O:22])=[CH:19][CH:18]=2)=[N:9][C:10]([S:14][CH3:15])=[N:11][C:12]=1[CH3:13])C.C1CCN2C(=NCCC2)CC1.O. The catalyst is C(N(CC)C(C)C)(C)C.C1COCC1. The product is [CH3:13][C:12]1[C:7]2[CH:6]=[CH:5][C:4](=[O:30])[N:16]([C:17]3[CH:18]=[CH:19][C:20]([C:21]([O:23][C:24]([CH3:26])([CH3:27])[CH3:25])=[O:22])=[CH:28][CH:29]=3)[C:8]=2[N:9]=[C:10]([S:14][CH3:15])[N:11]=1. The yield is 0.710. (4) The reactants are [CH3:1][C:2]([C:6]1[CH:11]=[C:10]([N+:12]([O-])=O)[CH:9]=[C:8]([CH2:15][N:16]2[CH2:21][CH2:20][N:19]([CH3:22])[CH2:18][CH2:17]2)[CH:7]=1)([CH3:5])[C:3]#[N:4]. The catalyst is [Pd].CO. The product is [NH2:12][C:10]1[CH:11]=[C:6]([C:2]([CH3:5])([CH3:1])[C:3]#[N:4])[CH:7]=[C:8]([CH2:15][N:16]2[CH2:21][CH2:20][N:19]([CH3:22])[CH2:18][CH2:17]2)[CH:9]=1. The yield is 1.00. (5) The reactants are [CH3:1][O:2][C:3](=[O:40])[NH:4][CH:5]([C:9]([N:11]1[CH2:15][CH2:14][CH2:13][CH:12]1[C:16](=[O:39])[NH:17][C:18]1[CH:19]=[C:20]([C:24]2[CH:29]=[CH:28][C:27](B3OC(C)(C)C(C)(C)O3)=[CH:26][CH:25]=2)[CH:21]=[CH:22][CH:23]=1)=[O:10])[CH:6]([CH3:8])[CH3:7].[CH3:41][O:42][C:43](=[O:68])[NH:44][CH:45]([C:49]([N:51]1[CH2:55][CH2:54][CH2:53][CH:52]1[C:56]1[NH:57][C:58]([C:61]2[CH:66]=[CH:65][C:64](Br)=[CH:63][CH:62]=2)=[CH:59][N:60]=1)=[O:50])[CH:46]([CH3:48])[CH3:47].C(=O)([O-])[O-].[K+].[K+]. The catalyst is COCCOC.C1C=CC([P]([Pd]([P](C2C=CC=CC=2)(C2C=CC=CC=2)C2C=CC=CC=2)([P](C2C=CC=CC=2)(C2C=CC=CC=2)C2C=CC=CC=2)[P](C2C=CC=CC=2)(C2C=CC=CC=2)C2C=CC=CC=2)(C2C=CC=CC=2)C2C=CC=CC=2)=CC=1. The product is [CH3:1][O:2][C:3](=[O:40])[NH:4][CH:5]([C:9]([N:11]1[CH2:15][CH2:14][CH2:13][CH:12]1[C:16](=[O:39])[NH:17][C:18]1[CH:19]=[C:20]([C:24]2[CH:25]=[CH:26][C:27]([C:64]3[CH:65]=[CH:66][C:61]([C:58]4[NH:57][C:56]([CH:52]5[CH2:53][CH2:54][CH2:55][N:51]5[C:49](=[O:50])[CH:45]([NH:44][C:43]([O:42][CH3:41])=[O:68])[CH:46]([CH3:48])[CH3:47])=[N:60][CH:59]=4)=[CH:62][CH:63]=3)=[CH:28][CH:29]=2)[CH:21]=[CH:22][CH:23]=1)=[O:10])[CH:6]([CH3:8])[CH3:7]. The yield is 0.0500. (6) The reactants are [CH:1]1([C:4]([C:6]2[CH:7]=[N:8][C:9]3[C:14]([C:15]=2[NH:16][C:17]2[CH:18]=[CH:19][C:20]([N:23]4[CH2:28][CH2:27][CH2:26][C@@H:25]([NH:29]C(=O)OC(C)(C)C)[CH2:24]4)=[N:21][CH:22]=2)=[N:13][C:12]([C:37]2[CH:42]=[C:41]([Cl:43])[C:40]([OH:44])=[C:39]([Cl:45])[CH:38]=2)=[CH:11][CH:10]=3)=[O:5])[CH2:3][CH2:2]1.C(O)(C(F)(F)F)=O.FC(F)(F)C([O-])=O. No catalyst specified. The product is [NH2:29][C@@H:25]1[CH2:26][CH2:27][CH2:28][N:23]([C:20]2[N:21]=[CH:22][C:17]([NH:16][C:15]3[C:14]4[C:9](=[CH:10][CH:11]=[C:12]([C:37]5[CH:38]=[C:39]([Cl:45])[C:40]([OH:44])=[C:41]([Cl:43])[CH:42]=5)[N:13]=4)[N:8]=[CH:7][C:6]=3[C:4]([CH:1]3[CH2:3][CH2:2]3)=[O:5])=[CH:18][CH:19]=2)[CH2:24]1. The yield is 0.670.